From a dataset of Reaction yield outcomes from USPTO patents with 853,638 reactions. Predict the reaction yield, written as a fraction of the theoretical maximum amount of product (1.0 means a 100% yield; for example, 0.34 means a 34% yield). (1) The reactants are [F:1][C:2]1[CH:11]=[C:10]2[C:5]([CH:6]=[CH:7][NH:8][C:9]2=[O:12])=[CH:4][C:3]=1[O:13][CH3:14].CS(O)(=O)=O.[CH3:20][OH:21]. No catalyst specified. The product is [F:1][C:2]1[CH:11]=[C:10]2[C:5]([C:6]([O:21][CH3:20])=[CH:7][NH:8][C:9]2=[O:12])=[CH:4][C:3]=1[O:13][CH3:14]. The yield is 0.910. (2) The reactants are Cl[C:2]1[CH:7]=[CH:6][N:5]=[C:4]([NH2:8])[C:3]=1[N+:9]([O-:11])=[O:10].C([Sn](CCCC)(CCCC)[C:17]1[CH:22]=[CH:21][CH:20]=[CH:19][N:18]=1)CCC. The catalyst is C1(C)C=CC=CC=1.O.[Cl-].[Na+].O.Cl[Pd](Cl)([P](C1C=CC=CC=1)(C1C=CC=CC=1)C1C=CC=CC=1)[P](C1C=CC=CC=1)(C1C=CC=CC=1)C1C=CC=CC=1. The product is [N+:9]([C:3]1[C:4]([NH2:8])=[N:5][CH:6]=[CH:7][C:2]=1[C:17]1[CH:22]=[CH:21][CH:20]=[CH:19][N:18]=1)([O-:11])=[O:10]. The yield is 0.256. (3) The reactants are [NH:1]1[CH2:11][CH2:10][CH2:9][CH:3](C(OCC)=O)[CH2:2]1.Br[CH2:13][CH2:14][Cl:15].[C:16]([O-:19])([O-])=[O:17].[K+].[K+].[CH3:22][C:23](C)=O. No catalyst specified. The product is [Cl:15][CH2:14][CH2:13][N:1]1[CH2:2][CH2:3][CH:9]([C:16]([O:19][CH2:22][CH3:23])=[O:17])[CH2:10][CH2:11]1. The yield is 0.386. (4) The reactants are [C:1]([O:5][C:6](=[O:19])[CH2:7][C@@:8]1([C:15](OC)=O)[CH2:12][CH2:11][C@@H:10]([CH3:13])[CH:9]1C)(C)(C)C.FC(F)(F)[C:22]([OH:24])=[O:23].C(=O)([O-])[O-].[Na+].[Na+]. The catalyst is ClCCl. The product is [CH3:1][O:5][C:6]([CH2:7][C@:8]1([CH2:15][C:22]([OH:24])=[O:23])[CH2:12][CH2:11][C@@H:10]([CH3:13])[CH2:9]1)=[O:19]. The yield is 1.00. (5) The reactants are [CH3:1][N:2]([CH3:28])[C:3]([C:5]1[N:22]([CH:23]2[CH2:27][CH2:26][CH2:25][CH2:24]2)[C:8]2[N:9]=[C:10]([NH:13][C:14]3[CH:19]=[CH:18][C:17]([CH2:20][OH:21])=[CH:16][N:15]=3)[N:11]=[CH:12][C:7]=2[CH:6]=1)=[O:4]. The catalyst is ClCCl.CO.O=[Mn]=O. The product is [CH3:1][N:2]([CH3:28])[C:3]([C:5]1[N:22]([CH:23]2[CH2:27][CH2:26][CH2:25][CH2:24]2)[C:8]2[N:9]=[C:10]([NH:13][C:14]3[CH:19]=[CH:18][C:17]([CH:20]=[O:21])=[CH:16][N:15]=3)[N:11]=[CH:12][C:7]=2[CH:6]=1)=[O:4]. The yield is 0.850. (6) The reactants are Cl[C:2]1[CH:3]=[N:4][CH:5]=[CH:6][C:7]=1[C:8]1[N:13]=[C:12]([CH3:14])[N:11]=[C:10]([N:15]([CH2:25][C:26]2[CH:31]=[CH:30][C:29]([O:32][CH3:33])=[CH:28][CH:27]=2)[CH2:16][C:17]2[CH:22]=[CH:21][C:20]([O:23][CH3:24])=[CH:19][CH:18]=2)[N:9]=1.[NH2:34][C:35]1[CH:36]=[CH:37][C:38]([O:41][CH3:42])=[N:39][CH:40]=1.CC([O-])(C)C.[Na+].O1CCOCC1. The catalyst is [NH4+].[Cl-]. The product is [CH3:24][O:23][C:20]1[CH:21]=[CH:22][C:17]([CH2:16][N:15]([CH2:25][C:26]2[CH:31]=[CH:30][C:29]([O:32][CH3:33])=[CH:28][CH:27]=2)[C:10]2[N:9]=[C:8]([C:7]3[CH:6]=[CH:5][N:4]=[CH:3][C:2]=3[NH:34][C:35]3[CH:40]=[N:39][C:38]([O:41][CH3:42])=[CH:37][CH:36]=3)[N:13]=[C:12]([CH3:14])[N:11]=2)=[CH:18][CH:19]=1. The yield is 0.240. (7) The reactants are Br[CH2:2][C:3]1[S:17][C:6]2=[N:7][CH:8]=[C:9]([C:12]([O:14][CH2:15][CH3:16])=[O:13])[C:10](=[O:11])[N:5]2[CH:4]=1.[NH:18]1[CH2:23][CH2:22][O:21][CH2:20][CH2:19]1. The catalyst is CN(C=O)C.C(Cl)Cl. The product is [N:18]1([CH2:2][C:3]2[S:17][C:6]3=[N:7][CH:8]=[C:9]([C:12]([O:14][CH2:15][CH3:16])=[O:13])[C:10](=[O:11])[N:5]3[CH:4]=2)[CH2:23][CH2:22][O:21][CH2:20][CH2:19]1. The yield is 0.800.